This data is from Experimentally validated miRNA-target interactions with 360,000+ pairs, plus equal number of negative samples. The task is: Binary Classification. Given a miRNA mature sequence and a target amino acid sequence, predict their likelihood of interaction. (1) The miRNA is mmu-miR-1947-5p with sequence AGGACGAGCUAGCUGAGUGCUG. The protein sequence of the target gene is MGDWSALGKLLDKVQAYSTAGGKVWLSVLFIFRILLLGTAVESAWGDEQSAFRCNTQQPGCENVCYDKSFPISHVRFWVLQIIFVSVPTLLYLAHVFYVMRKEEKLNKREEELKVVQNDGVNVDMHLKQIESKKFKYGIEEHGKVKMRGGLLRTYIISILFKSVFEVAFLLIQWYIYGFSLSAIYTCERDPCPHRVDCFLSRPTEKTIFIVFMLVVSLVSLALNIIELFYVFFKGVKDRVKGKTDPYSHSGTMSPSKDCGSPKYAYYNGCSSPTAPLSPMSPPGYKLVTGDRNNSSCRNY.... Result: 0 (no interaction). (2) The miRNA is hsa-miR-3661 with sequence UGACCUGGGACUCGGACAGCUG. The protein sequence of the target gene is MFRQEQPLAEGSFAPMGSLQPDAGNSSWNGTEAPGGGTRATPYSLQVTLTLVCLAGLLMLFTVFGNVLVIIAVFTSRALKAPQNLFLVSLASADILVATLVIPFSLANEVMGYWYFGKVWCEIYLALDVLFCTSSIVHLCAISLDRYWSITQAIEYNLKRTPRRIKAIIVTVWVISAVISFPPLISIEKKGAGGGQQPAEPSCKINDQKWYVISSSIGSFFAPCLIMILVYVRIYQIAKRRTRVPPSRRGPDACSAPPGGADRRPNGLGPERGAGPTGAEAEPLPTQLNGAPGEPAPAGP.... Result: 0 (no interaction). (3) The miRNA is hsa-miR-6752-3p with sequence UCCCUGCCCCCAUACUCCCAG. The protein sequence of the target gene is MVVVTGREPDSRHSDGAMSSSEAEDDFLEPATPTATQAGHGLPLLPQEFPEVVPLNIGGAHFTTRLSTLRRYEDTMLAAMFSGRHYIPTDSEGRYFIDRDGTHFGDVLNFLRSGDLPPREHVRAVHKEAQYYAIGPLLEQLENMQPLKGEKVRQAFLGLMPYYKDHLERIVEIARLRAVQRKARFAKLKVCVFKEEMPITPYECPLLNSLRFERSESDGQLFEHHCEVDVSFGPWEAVADVYDLLHCLVTDLSAQGLTVDHQCIGVCDKHLVNHYYCKRPIYEFKITWW. Result: 0 (no interaction). (4) The miRNA is hsa-miR-3160-5p with sequence GGCUUUCUAGUCUCAGCUCUCC. The protein sequence of the target gene is MEETQPPPQPKLPLCDSLMIWLQTFNTASPCQDVKQLTSGVAMAQVLHQIDAAWFNESWLSRIKEDVGDNWRIKASNVKKVLQGIMSYYHEFLGQQISEALIPDLNQITECSDPVELGRLLQLILGCAINCEKKQEHIQNIMTLEESVQHVVMTAIQELMSKEILSSPPNDAVGELEQQLKRALEELQEALAEKEELRQRCEELDMQVTTLQDEKNSLVSENEMMNEKLDQLDGSFDDPNTVVAKKYFHAQLQLEQLQEENFRLEAAKDDYRVHCEELEKQLIEFQHRNDELTSLAEETR.... Result: 1 (interaction). (5) The miRNA is hsa-miR-3665 with sequence AGCAGGUGCGGGGCGGCG. The protein sequence of the target gene is MPLENLEEEGLPKNPDLRIAQLRFLLSLPEHRGDAAVRDELMAAVRDNNMAPYYEALCKSLDWQIDVDLLNKMKKANEDELKRLDEELEDAEKNLGESEIRDAMMAKAEYLCRIGDKEGALTAFRKTYDKTVALGHRLDIVFYLLRIGLFYMDNDLITRNTEKAKSLIEEGGDWDRRNRLKVYQGLYCVAIRDFKQAAELFLDTVSTFTSYELMDYKTFVTYTVYVSMIALERPDLREKVIKGAEILEVLHSLPAVRQYLFSLYECRYSVFFQSLAVVEQEMKKDWLFAPHYRYYVREMR.... Result: 0 (no interaction). (6) The miRNA is hsa-miR-548ae-3p with sequence CAAAAACUGCAAUUACUUUCA. The protein sequence of the target gene is MGNGESQLSSVPAQKLGWFIQEYLKPYEECQTLIDEMVNTICDVLQEPEQFPLVQGVAIGGSYGRKTVLRGNSDGTLVLFFSDLKQFQDQKRSQRDILDKTGDKLKFCLFTKWLKNNFEIQKSLDGFTIQVFTKNQRISFEVLAAFNALSLNDNPSPWIYRELKRSLDKTNASPGEFAVCFTELQQKFFDNRPGKLKDLILLIKHWHQQCQKKIKDLPSLSPYALELLTVYAWEQGCRKDNFDIAEGVRTVLELIKCQEKLCIYWMVNYNFEDETIRNILLHQLQSARPVILDPVDPTNN.... Result: 0 (no interaction).